Dataset: Catalyst prediction with 721,799 reactions and 888 catalyst types from USPTO. Task: Predict which catalyst facilitates the given reaction. Reactant: [Cl:1][C:2]1[CH:7]=[C:6]([Cl:8])[CH:5]=[CH:4][C:3]=1[OH:9].[H-].[Na+].Br[CH:13]([CH3:19])[C:14]([O:16]CC)=[O:15].[Cl-].[NH4+]. Product: [Cl:1][C:2]1[CH:7]=[C:6]([Cl:8])[CH:5]=[CH:4][C:3]=1[O:9][CH:13]([CH3:19])[C:14]([OH:16])=[O:15]. The catalyst class is: 9.